From a dataset of Forward reaction prediction with 1.9M reactions from USPTO patents (1976-2016). Predict the product of the given reaction. (1) Given the reactants [CH3:1][O:2][C:3]1[CH:4]=[C:5]2[C:10](=[CH:11][C:12]=1[O:13][CH3:14])[N:9]=[C:8](OC1C=CC(N)=CC=1)[CH:7]=[CH:6]2.[CH2:23](N(CC)CC)C.ClC(Cl)(OC(=O)OC(Cl)(Cl)Cl)Cl.C(O[C:47]([N:49]1[CH2:54][CH2:53][CH:52]([CH2:55]O)[CH2:51]C1)=[O:48])(C)(C)C.C(C1C=CC([NH:67][C:68]2[CH:73]=[CH:72][C:71]([O:74]C3C4C(=CC(OCCCCl)=C(OC)C=4)N=CC=3)=[CH:70][CH:69]=2)=CC=1)(C)(C)C, predict the reaction product. The product is: [CH3:1][O:2][C:3]1[CH:4]=[C:5]2[C:10](=[CH:11][C:12]=1[O:13][CH3:14])[N:9]=[CH:8][CH:7]=[C:6]2[O:74][C:71]1[CH:72]=[CH:73][C:68]([NH:67][C:47]([NH:49][CH2:54][CH2:53][C:52]([CH3:51])([CH3:55])[CH3:23])=[O:48])=[CH:69][CH:70]=1. (2) The product is: [C:19]([O:1][C:2]1[CH:11]=[C:10]2[C:5]([CH:6]=[CH:7][CH:8]=[C:9]2[N:12]2[CH2:17][CH2:16][N:15]([CH3:18])[CH2:14][CH2:13]2)=[CH:4][CH:3]=1)(=[O:26])[C:20]1[CH:25]=[CH:24][CH:23]=[CH:22][CH:21]=1. Given the reactants [OH:1][C:2]1[CH:11]=[C:10]2[C:5]([CH:6]=[CH:7][CH:8]=[C:9]2[N:12]2[CH2:17][CH2:16][N:15]([CH3:18])[CH2:14][CH2:13]2)=[CH:4][CH:3]=1.[C:19](Cl)(=[O:26])[C:20]1[CH:25]=[CH:24][CH:23]=[CH:22][CH:21]=1, predict the reaction product. (3) Given the reactants [CH2:1]([N:8]1[CH2:38][CH2:37][C:11]2([O:15][CH2:14][C:13]([N:16]([CH2:20][C:21]3[C:26]([C:27]([F:30])([F:29])[F:28])=[CH:25][CH:24]=[CH:23][C:22]=3[F:31])[C:17]([NH2:19])=[O:18])=[C:12]2[C:32]([O:34]CC)=O)[CH2:10][CH2:9]1)[C:2]1[CH:7]=[CH:6][CH:5]=[CH:4][CH:3]=1.[OH-].[Na+], predict the reaction product. The product is: [CH2:1]([N:8]1[CH2:38][CH2:37][C:11]2([C:12]3[C:32](=[O:34])[NH:19][C:17](=[O:18])[N:16]([CH2:20][C:21]4[C:26]([C:27]([F:29])([F:30])[F:28])=[CH:25][CH:24]=[CH:23][C:22]=4[F:31])[C:13]=3[CH2:14][O:15]2)[CH2:10][CH2:9]1)[C:2]1[CH:3]=[CH:4][CH:5]=[CH:6][CH:7]=1. (4) Given the reactants [NH:1]1[CH2:5][CH2:4][CH2:3][CH2:2]1.[I:6][C:7]1[CH:8]=[C:9]([CH:12]=[CH:13][CH:14]=1)[CH:10]=O.[BH4-].[Na+], predict the reaction product. The product is: [I:6][C:7]1[CH:8]=[C:9]([CH:12]=[CH:13][CH:14]=1)[CH2:10][N:1]1[CH2:5][CH2:4][CH2:3][CH2:2]1. (5) Given the reactants [CH:1]1([C:4]2[CH:5]=[CH:6][C:7]([C:18]([OH:20])=O)=[N:8][C:9]=2[CH2:10][C:11]2[CH:16]=[CH:15][C:14]([F:17])=[CH:13][CH:12]=2)[CH2:3][CH2:2]1.[CH3:21][NH:22][C:23]([CH3:26])([CH3:25])[CH3:24].CN(C(ON1N=NC2C=CC=CC1=2)=[N+](C)C)C.[B-](F)(F)(F)F.CCN(C(C)C)C(C)C, predict the reaction product. The product is: [C:23]([N:22]([CH3:21])[C:18]([C:7]1[CH:6]=[CH:5][C:4]([CH:1]2[CH2:2][CH2:3]2)=[C:9]([CH2:10][C:11]2[CH:12]=[CH:13][C:14]([F:17])=[CH:15][CH:16]=2)[N:8]=1)=[O:20])([CH3:26])([CH3:25])[CH3:24]. (6) The product is: [F:1][C:2]1[CH:3]=[C:4]([CH2:5][C@H:6]([OH:16])[C:8]([OH:10])=[O:9])[CH:11]=[C:12]([F:14])[CH:13]=1. Given the reactants [F:1][C:2]1[CH:3]=[C:4]([CH:11]=[C:12]([F:14])[CH:13]=1)[CH2:5][C@@H:6]([C:8]([OH:10])=[O:9])N.N([O-])=[O:16].[Na+], predict the reaction product. (7) Given the reactants Br[C:2]1[CH:7]=[C:6]2[N:8]([C:17]3[C:22]([Cl:23])=[CH:21][N:20]=[C:19]([NH2:24])[N:18]=3)[CH2:9][C:10]3([CH2:15][CH2:14][N:13]([CH3:16])[CH2:12][CH2:11]3)[C:5]2=[CH:4][CH:3]=1.N#N.[C:27]([C:29]1([OH:34])[CH2:33][CH2:32][CH2:31][CH2:30]1)#[CH:28].[OH-].[Na+], predict the reaction product. The product is: [NH2:24][C:19]1[N:18]=[C:17]([N:8]2[C:6]3[C:5](=[CH:4][CH:3]=[C:2]([C:28]#[C:27][C:29]4([OH:34])[CH2:33][CH2:32][CH2:31][CH2:30]4)[CH:7]=3)[C:10]3([CH2:11][CH2:12][N:13]([CH3:16])[CH2:14][CH2:15]3)[CH2:9]2)[C:22]([Cl:23])=[CH:21][N:20]=1. (8) The product is: [Cl:14][C:10]1[CH:9]=[C:8]([NH:7][C:4]2[C:3]([C:15]([NH2:17])=[O:16])=[C:2]([N:1]=[CH:25][C:24]3[CH:27]=[CH:28][C:21]([N+:18]([O-:20])=[O:19])=[CH:22][CH:23]=3)[NH:6][N:5]=2)[CH:13]=[CH:12][CH:11]=1. Given the reactants [NH2:1][C:2]1[NH:6][N:5]=[C:4]([NH:7][C:8]2[CH:13]=[CH:12][CH:11]=[C:10]([Cl:14])[CH:9]=2)[C:3]=1[C:15]([NH2:17])=[O:16].[N+:18]([C:21]1[CH:28]=[CH:27][C:24]([CH:25]=O)=[CH:23][CH:22]=1)([O-:20])=[O:19], predict the reaction product. (9) Given the reactants [Cl:1][C:2]1[CH:3]=[C:4]([CH:19]=[CH:20][C:21]=1[C:22]([OH:24])=O)[C:5]([NH:7][CH2:8][C:9]1[NH:13][C:12]2[CH:14]=[CH:15][C:16]([Cl:18])=[CH:17][C:11]=2[N:10]=1)=[O:6].[NH:25]1[CH2:30][CH2:29][CH2:28][CH2:27][CH2:26]1.CN(C(ON1N=NC2C=CC=CC1=2)=[N+](C)C)C.[B-](F)(F)(F)F.C(N(CC)CC)C, predict the reaction product. The product is: [Cl:1][C:2]1[CH:3]=[C:4]([CH:19]=[CH:20][C:21]=1[C:22]([N:25]1[CH2:30][CH2:29][CH2:28][CH2:27][CH2:26]1)=[O:24])[C:5]([NH:7][CH2:8][C:9]1[NH:13][C:12]2[CH:14]=[CH:15][C:16]([Cl:18])=[CH:17][C:11]=2[N:10]=1)=[O:6]. (10) Given the reactants CSC.[CH3:4][C:5]([CH3:21])([C:11]1[CH:16]=[CH:15][C:14]([I:17])=[C:13]([O:18][CH2:19][CH3:20])[CH:12]=1)[C:6](OCC)=[O:7].CC(O)C, predict the reaction product. The product is: [CH2:19]([O:18][C:13]1[CH:12]=[C:11]([C:5]([CH3:21])([CH3:4])[CH2:6][OH:7])[CH:16]=[CH:15][C:14]=1[I:17])[CH3:20].